From a dataset of TCR-epitope binding with 47,182 pairs between 192 epitopes and 23,139 TCRs. Binary Classification. Given a T-cell receptor sequence (or CDR3 region) and an epitope sequence, predict whether binding occurs between them. (1) The epitope is EPLPQGQLTAY. The TCR CDR3 sequence is CASYDGDSLPYEQYF. Result: 0 (the TCR does not bind to the epitope). (2) The epitope is FLYNLLTRV. The TCR CDR3 sequence is CASTIGPGITDTQYF. Result: 1 (the TCR binds to the epitope).